This data is from Forward reaction prediction with 1.9M reactions from USPTO patents (1976-2016). The task is: Predict the product of the given reaction. (1) Given the reactants [CH3:1][N:2]([CH2:11][C:12]1[CH:13]=[C:14]([C:18]2[CH:23]=[CH:22][C:21]([CH2:24][CH:25]([C:30]([NH2:32])=[O:31])[C:26]([O:28]C)=[O:27])=[CH:20][CH:19]=2)[CH:15]=[CH:16][CH:17]=1)[C:3]([C:5]1[CH:10]=[CH:9][CH:8]=[CH:7][CH:6]=1)=[O:4].[OH-].[Na+].Cl.[CH3:36]O, predict the reaction product. The product is: [CH2:1]([N:2]([CH2:11][C:12]1[CH:13]=[C:14]([C:18]2[CH:19]=[CH:20][C:21]([CH2:24][CH:25]([C:30]([NH2:32])=[O:31])[C:26]([OH:28])=[O:27])=[CH:22][CH:23]=2)[CH:15]=[CH:16][CH:17]=1)[C:3]([C:5]1[CH:10]=[CH:9][CH:8]=[CH:7][CH:6]=1)=[O:4])[CH3:36]. (2) Given the reactants C1CCN2C(=NCCC2)CC1.[NH2:12][CH2:13][CH2:14][C@H:15]1[CH2:17][C@@H:16]1[CH:18]1[CH2:23][CH2:22][N:21]([C:24]([O:26][C:27]([CH3:30])([CH3:29])[CH3:28])=[O:25])[CH2:20][CH2:19]1.F[C:32]1[CH:37]=[CH:36][C:35]([S:38]([CH3:41])(=[O:40])=[O:39])=[CH:34][CH:33]=1, predict the reaction product. The product is: [CH3:41][S:38]([C:35]1[CH:36]=[CH:37][C:32]([NH:12][CH2:13][CH2:14][C@H:15]2[CH2:17][C@@H:16]2[CH:18]2[CH2:23][CH2:22][N:21]([C:24]([O:26][C:27]([CH3:30])([CH3:29])[CH3:28])=[O:25])[CH2:20][CH2:19]2)=[CH:33][CH:34]=1)(=[O:40])=[O:39]. (3) Given the reactants [S:1]=[C:2]1[NH:11][CH2:10][C:9]2[C:4](=[CH:5][C:6]([C:12]([O:14][CH3:15])=[O:13])=[CH:7][CH:8]=2)[NH:3]1.[CH3:16]I, predict the reaction product. The product is: [CH3:16][S:1][C:2]1[NH:11][CH2:10][C:9]2[C:4](=[CH:5][C:6]([C:12]([O:14][CH3:15])=[O:13])=[CH:7][CH:8]=2)[N:3]=1. (4) The product is: [N:25]1([CH:6]([C:9]2[N:10]=[CH:11][C:12]([C:15]3[CH:20]=[CH:19][C:18]([C:21]([NH:22][CH3:23])=[O:24])=[CH:17][CH:16]=3)=[CH:13][CH:14]=2)[CH2:7][CH3:8])[CH:29]=[CH:28][N:27]=[CH:26]1. Given the reactants CS(O[CH:6]([C:9]1[CH:14]=[CH:13][C:12]([C:15]2[CH:20]=[CH:19][C:18]([C:21](=[O:24])[NH:22][CH3:23])=[CH:17][CH:16]=2)=[CH:11][N:10]=1)[CH2:7][CH3:8])(=O)=O.[NH:25]1[CH:29]=[CH:28][N:27]=[CH:26]1.C(N(CC)CC)C, predict the reaction product. (5) Given the reactants [F:1][C:2]1[CH:27]=[CH:26][C:5]([CH2:6][N:7]2[C:11]3[CH:12]=[CH:13][CH:14]=[CH:15][C:10]=3[N:9]([C:16]3[S:17][C:18]([C:22](O)=[O:23])=[C:19]([CH3:21])[N:20]=3)[C:8]2=[O:25])=[CH:4][CH:3]=1.C(N(CC)C(C)C)(C)C.O.ON1C2C=CC=CC=2N=N1.Cl.CN(C)CCCN=C=NCC.[CH2:60]([NH2:67])[C:61]1[CH:66]=[CH:65][CH:64]=[CH:63][CH:62]=1, predict the reaction product. The product is: [CH2:60]([NH:67][C:22]([C:18]1[S:17][C:16]([N:9]2[C:10]3[CH:15]=[CH:14][CH:13]=[CH:12][C:11]=3[N:7]([CH2:6][C:5]3[CH:4]=[CH:3][C:2]([F:1])=[CH:27][CH:26]=3)[C:8]2=[O:25])=[N:20][C:19]=1[CH3:21])=[O:23])[C:61]1[CH:66]=[CH:65][CH:64]=[CH:63][CH:62]=1. (6) Given the reactants [F:1][C:2]1[CH:7]=[CH:6][C:5]([F:8])=[CH:4][C:3]=1[CH:9]([OH:14])[CH2:10][N+:11]([O-:13])=[O:12].CC(C)=O.OS(O)(=O)=O.O=[Cr](=O)=O.CC(O)C.O, predict the reaction product. The product is: [F:1][C:2]1[CH:7]=[CH:6][C:5]([F:8])=[CH:4][C:3]=1[C:9](=[O:14])[CH2:10][N+:11]([O-:13])=[O:12]. (7) The product is: [OH:35][C@H:33]([CH2:32][O:25][C:26]1[CH:31]=[CH:30][CH:29]=[CH:28][CH:27]=1)[CH2:34][NH:3][C@@H:4]([CH2:7][C:8]1[CH:13]=[CH:12][C:11]([O:14][C:15]2[C:24]3[C:19](=[CH:20][CH:21]=[CH:22][CH:23]=3)[N:18]=[CH:17][CH:16]=2)=[CH:10][CH:9]=1)[CH2:5][OH:6]. Given the reactants Cl.Cl.[NH2:3][C@@H:4]([CH2:7][C:8]1[CH:13]=[CH:12][C:11]([O:14][C:15]2[C:24]3[C:19](=[CH:20][CH:21]=[CH:22][CH:23]=3)[N:18]=[CH:17][CH:16]=2)=[CH:10][CH:9]=1)[CH2:5][OH:6].[O:25]([CH2:32][C@H:33]1[O:35][CH2:34]1)[C:26]1[CH:31]=[CH:30][CH:29]=[CH:28][CH:27]=1.C(N(C(C)C)CC)(C)C, predict the reaction product. (8) Given the reactants [C:1]([O:5][C:6]([NH:8][CH:9]([C:33]([CH3:36])([CH3:35])[CH3:34])[C:10]([N:12]1[CH2:16][CH:15]([O:17][C:18]2[C:27]3[C:22](=[CH:23][C:24]([O:28][CH3:29])=[CH:25][CH:26]=3)[CH:21]=[CH:20][N:19]=2)[CH2:14][CH:13]1[C:30]([OH:32])=O)=[O:11])=[O:7])([CH3:4])([CH3:3])[CH3:2].[CH3:37][O:38][C:39]([C:41]1([NH2:47])[CH2:43][CH:42]1[CH2:44][C:45]#[N:46])=[O:40], predict the reaction product. The product is: [CH3:37][O:38][C:39]([C:41]1([NH:47][C:30]([CH:13]2[CH2:14][CH:15]([O:17][C:18]3[C:27]4[C:22](=[CH:23][C:24]([O:28][CH3:29])=[CH:25][CH:26]=4)[CH:21]=[CH:20][N:19]=3)[CH2:16][N:12]2[C:10](=[O:11])[CH:9]([NH:8][C:6]([O:5][C:1]([CH3:2])([CH3:3])[CH3:4])=[O:7])[C:33]([CH3:35])([CH3:34])[CH3:36])=[O:32])[CH2:43][CH:42]1[CH2:44][C:45]#[N:46])=[O:40]. (9) Given the reactants [CH3:1][O:2][C:3](=[O:16])[CH:4]=[CH:5][C:6]1[CH:11]=[CH:10][C:9](Cl)=[C:8]([N+:13]([O-:15])=[O:14])[CH:7]=1.[C:17]([NH:24][CH2:25][CH2:26][NH2:27])([O:19][C:20]([CH3:23])([CH3:22])[CH3:21])=[O:18].C(N(CC)CC)C, predict the reaction product. The product is: [CH3:1][O:2][C:3](=[O:16])[CH:4]=[CH:5][C:6]1[CH:11]=[CH:10][C:9]([NH:27][CH2:26][CH2:25][NH:24][C:17]([O:19][C:20]([CH3:23])([CH3:22])[CH3:21])=[O:18])=[C:8]([N+:13]([O-:15])=[O:14])[CH:7]=1. (10) The product is: [CH2:7]([O:6][C:4]([C@@H:2]1[CH2:3][C@H:1]1[C:9]([OH:11])=[O:10])=[O:5])[CH3:8]. Given the reactants [C@@H:1]1([C:9]([O:11]CC)=[O:10])[CH2:3][C@H:2]1[C:4]([O:6][CH2:7][CH3:8])=[O:5].[OH-].[K+].O, predict the reaction product.